This data is from Reaction yield outcomes from USPTO patents with 853,638 reactions. The task is: Predict the reaction yield, written as a fraction of the theoretical maximum amount of product (1.0 means a 100% yield; for example, 0.34 means a 34% yield). (1) The reactants are N[C:2]1[C:7]2[CH:8]=[CH:9][N:10]([C:11]([O:13][CH2:14][C:15]3[CH:20]=[CH:19][CH:18]=[CH:17][CH:16]=3)=[O:12])[C:6]=2[CH:5]=[CH:4][N:3]=1.ClC1C=C(C=CC=1)C(OO)=[O:26].C(=O)(O)[O-].[Na+]. The catalyst is ClCCl.COC. The product is [N:10]1([C:11]([O:13][CH2:14][C:15]2[CH:20]=[CH:19][CH:18]=[CH:17][CH:16]=2)=[O:12])[C:6]2[CH:5]=[CH:4][N+:3]([O-:26])=[CH:2][C:7]=2[CH:8]=[CH:9]1. The yield is 0.990. (2) The reactants are C([O:9][C@H:10]1[C@H:14]([NH:15][C:16](=[O:23])[C:17]2[CH:22]=[CH:21][N:20]=[CH:19][CH:18]=2)[CH2:13][C@H:12]([CH2:24][O:25][S:26]([NH2:29])(=[O:28])=[O:27])[C@H:11]1[O:30]C(=O)C1C=CC=CC=1)(=O)C1C=CC=CC=1.N.CO. No catalyst specified. The product is [S:26](=[O:28])(=[O:27])([O:25][CH2:24][C@H:12]1[CH2:13][C@@H:14]([NH:15][C:16](=[O:23])[C:17]2[CH:18]=[CH:19][N:20]=[CH:21][CH:22]=2)[C@H:10]([OH:9])[C@@H:11]1[OH:30])[NH2:29]. The yield is 0.400. (3) The reactants are [C:1]([O:4][CH2:5][C:6]1[C:11](B2OC(C)(C)C(C)(C)O2)=[CH:10][C:9]([F:21])=[CH:8][C:7]=1[N:22]1[CH2:33][CH2:32][C:31]2[C:30]3[CH2:29][C:28]([CH3:35])([CH3:34])[CH2:27][C:26]=3[S:25][C:24]=2[C:23]1=[O:36])(=[O:3])[CH3:2].Br[C:38]1[N:39]=[C:40]([NH:46][C:47]2[CH:48]=[C:49]3[C:54](=[CH:55][CH:56]=2)[CH2:53][N:52]([CH3:57])[CH2:51][CH2:50]3)[C:41](=[O:45])[N:42]([CH3:44])[CH:43]=1.CC(O[Na])=O.[O-]P([O-])([O-])=O.[K+].[K+].[K+]. The catalyst is CC#N.O.C1C=CC(P(C2C=CC=CC=2)[C-]2C=CC=C2)=CC=1.C1C=CC(P(C2C=CC=CC=2)[C-]2C=CC=C2)=CC=1.Cl[Pd]Cl.[Fe+2]. The product is [C:1]([O:4][CH2:5][C:6]1[C:11]([C:38]2[N:39]=[C:40]([NH:46][C:47]3[CH:48]=[C:49]4[C:54](=[CH:55][CH:56]=3)[CH2:53][N:52]([CH3:57])[CH2:51][CH2:50]4)[C:41](=[O:45])[N:42]([CH3:44])[CH:43]=2)=[CH:10][C:9]([F:21])=[CH:8][C:7]=1[N:22]1[CH2:33][CH2:32][C:31]2[C:30]3[CH2:29][C:28]([CH3:35])([CH3:34])[CH2:27][C:26]=3[S:25][C:24]=2[C:23]1=[O:36])(=[O:3])[CH3:2]. The yield is 0.530. (4) The reactants are [CH3:1][S:2]([OH:5])(=[O:4])=[O:3].C(OC([NH:13][C@@H:14]([CH2:30][C:31]1[CH:36]=[CH:35][C:34]([OH:37])=[C:33]([OH:38])[CH:32]=1)[C:15]([O:17][CH2:18][C@H:19]([O:21][C:22]([C:24]1[CH:29]=[CH:28][CH:27]=[CH:26][CH:25]=1)=[O:23])[CH3:20])=[O:16])=O)(C)(C)C.C(OC)(C)(C)C. The catalyst is O1CCOCC1. The product is [S:2]([OH:5])(=[O:4])(=[O:3])[CH3:1].[NH2:13][C@@H:14]([CH2:30][C:31]1[CH:36]=[CH:35][C:34]([OH:37])=[C:33]([OH:38])[CH:32]=1)[C:15]([O:17][CH2:18][C@H:19]([O:21][C:22]([C:24]1[CH:29]=[CH:28][CH:27]=[CH:26][CH:25]=1)=[O:23])[CH3:20])=[O:16]. The yield is 0.540. (5) The reactants are [CH3:1][N:2]1[C:10]2[CH:9]=[C:8]([N:11]3[CH:16]=[CH:15][C:14]([C:17]4[N:18]=[N:19][C:20]([CH3:23])=[CH:21][CH:22]=4)=[CH:13][C:12]3=[O:24])[CH:7]=[CH:6][C:5]=2[C:4]2[CH2:25][N:26](C(OC(C)(C)C)=O)[CH2:27][CH2:28][C:3]1=2.C1(N)C(F)=C(F)C(F)=C(N)C=1F.[ClH:48].Cl. No catalyst specified. The product is [ClH:48].[ClH:48].[CH3:1][N:2]1[C:10]2[CH:9]=[C:8]([N:11]3[CH:16]=[CH:15][C:14]([C:17]4[N:18]=[N:19][C:20]([CH3:23])=[CH:21][CH:22]=4)=[CH:13][C:12]3=[O:24])[CH:7]=[CH:6][C:5]=2[C:4]2[CH2:25][NH:26][CH2:27][CH2:28][C:3]1=2. The yield is 0.330. (6) The reactants are C[O:2][C:3](=[O:34])/[C:4](/[CH3:33])=[CH:5]/[CH:6]1[CH2:11][CH:10]=[C:9]([C:12]#[C:13][C:14]2[CH:23]=[C:22]([O:24][CH3:25])[C:21]3[CH:20]([N:26]([CH:28]4[CH2:30][CH2:29]4)[CH3:27])[CH2:19][CH2:18][C:17]([CH3:32])([CH3:31])[C:16]=3[CH:15]=2)[CH:8]=[CH:7]1.C(OC(=O)/C(/C)=C/C1CC=C(C#CC2C=C(OC)C3C(N(C4CC4)C)CCC(C)(C)C=3C=2)C=C1)C.[OH-].[K+].Cl. The catalyst is CO.O1CCCC1. The product is [CH:28]1([N:26]([CH3:27])[CH:20]2[CH2:19][CH2:18][C:17]([CH3:32])([CH3:31])[C:16]3[CH:15]=[C:14]([C:13]#[C:12][C:9]4[CH:8]=[CH:7][CH:6](/[CH:5]=[C:4](\[CH3:33])/[C:3]([OH:34])=[O:2])[CH2:11][CH:10]=4)[CH:23]=[C:22]([O:24][CH3:25])[C:21]2=3)[CH2:30][CH2:29]1. The yield is 0.490.